From a dataset of Full USPTO retrosynthesis dataset with 1.9M reactions from patents (1976-2016). Predict the reactants needed to synthesize the given product. Given the product [Br:16][C:8]1[CH:9]=[C:4]([N+:1]([O-:3])=[O:2])[C:5]([NH2:15])=[N:6][C:7]=1[C:10]1[O:11][CH:12]=[CH:13][N:14]=1, predict the reactants needed to synthesize it. The reactants are: [N+:1]([C:4]1[C:5]([NH2:15])=[N:6][C:7]([C:10]2[O:11][CH:12]=[CH:13][N:14]=2)=[CH:8][CH:9]=1)([O-:3])=[O:2].[Br:16]N1C(=O)CCC1=O.O.